This data is from Experimentally validated miRNA-target interactions with 360,000+ pairs, plus equal number of negative samples. The task is: Binary Classification. Given a miRNA mature sequence and a target amino acid sequence, predict their likelihood of interaction. (1) The miRNA is hsa-miR-6837-3p with sequence CCUUCACUGUGACUCUGCUGCAG. The protein sequence of the target gene is MMMARKQDVRIPTYNISVVGLSGTEKEKGQCGIGKSCLCNRFVRPSADEFHLDHTSVLSTSDFGGRVVNNDHFLYWGEVSRSLEDCVECKMHIVEQTEFIDDQTFQPHRSTALQPYIKRAAATKLASAEKLMYFCTDQLGLEQDFEQKQMPDGKLLVDGFLLGIDVSRGMNRNFDDQLKFVSNLYNQLAKTKKPIVVVLTKCDEGVERYIRDAHTFALSKKNLQVVETSARSNVNVDLAFSTLVQLIDKSRGKTKIIPYFEALKQQSQQIATAKDKYEWLVSRIVKNHNENWLSVSRKMQ.... Result: 0 (no interaction). (2) The miRNA is hsa-miR-4306 with sequence UGGAGAGAAAGGCAGUA. The protein sequence of the target gene is MVDYSVWDHIEVSDDEDETHPNIDTASLFRWRHQARVERMEQFQKEKEELDRGCRECKRKVAECQRKLKELEVAEGGKAELERLQAEAQQLRKEERSWEQKLEEMRKKEKSMPWNVDTLSKDGFSKSMVNTKPEKTEEDSEEVREQKHKTFVEKYEKQIKHFGMLRRWDDSQKYLSDNVHLVCEETANYLVIWCIDLEVEEKCALMEQVAHQTIVMQFILELAKSLKVDPRACFRQFFTKIKTADRQYMEGFNDELEAFKERVRGRAKLRIEKAMKEYEEEERKKRLGPGGLDPVEVYES.... Result: 1 (interaction).